This data is from Forward reaction prediction with 1.9M reactions from USPTO patents (1976-2016). The task is: Predict the product of the given reaction. (1) Given the reactants [CH3:1][C:2]([C:5]1[CH:10]=[CH:9][C:8]([C:11]2[N:12]=[C:13]([NH2:22])[S:14][C:15]=2[C:16]2[CH:21]=[CH:20][N:19]=[CH:18][CH:17]=2)=[CH:7][CH:6]=1)([CH3:4])[CH3:3].[CH:23]1([C:28](Cl)=[O:29])[CH2:27][CH2:26][CH2:25][CH2:24]1.C(=O)([O-])O.[Na+], predict the reaction product. The product is: [CH3:4][C:2]([C:5]1[CH:10]=[CH:9][C:8]([C:11]2[N:12]=[C:13]([NH:22][C:28]([CH:23]3[CH2:27][CH2:26][CH2:25][CH2:24]3)=[O:29])[S:14][C:15]=2[C:16]2[CH:17]=[CH:18][N:19]=[CH:20][CH:21]=2)=[CH:7][CH:6]=1)([CH3:1])[CH3:3]. (2) The product is: [OH:35][CH2:34][CH2:33][NH:32][C:5]([NH:6][C:7]1[C:8]([CH3:28])=[C:9]([O:26][CH3:27])[C:10]2[O:14][CH2:13][CH:12]([C:15]3[CH:16]=[CH:17][C:18]([CH:21]([CH3:22])[CH3:23])=[CH:19][CH:20]=3)[C:11]=2[C:24]=1[CH3:25])=[O:29]. Given the reactants ClC(Cl)(Cl)CO[C:5](=[O:29])[NH:6][C:7]1[C:8]([CH3:28])=[C:9]([O:26][CH3:27])[C:10]2[O:14][CH2:13][CH:12]([C:15]3[CH:20]=[CH:19][C:18]([CH:21]([CH3:23])[CH3:22])=[CH:17][CH:16]=3)[C:11]=2[C:24]=1[CH3:25].[NH2:32][CH2:33][CH2:34][OH:35], predict the reaction product. (3) Given the reactants C(N(CC)CC)C.[C:8]([C:12]1[CH:16]=[C:15]([NH:17][C:18](=O)[O:19]C2C=CC=CC=2)[N:14]([C:27]2[CH:32]=[CH:31][C:30]([CH3:33])=[CH:29][CH:28]=2)[N:13]=1)([CH3:11])([CH3:10])[CH3:9].[NH2:34][C:35]1[C:44]2[C:39](=[CH:40][CH:41]=[CH:42][CH:43]=2)[C:38]([O:45][C:46]2[CH:51]=[CH:50][N:49]=[C:48]([NH:52][C:53]3[CH:58]=[C:57]([O:59][CH2:60][CH2:61][O:62][CH2:63][CH2:64][O:65][CH2:66][CH2:67][O:68][CH3:69])[CH:56]=[C:55]([O:70][CH3:71])[CH:54]=3)[CH:47]=2)=[CH:37][CH:36]=1, predict the reaction product. The product is: [C:8]([C:12]1[CH:16]=[C:15]([NH:17][C:18]([NH:34][C:35]2[C:44]3[C:39](=[CH:40][CH:41]=[CH:42][CH:43]=3)[C:38]([O:45][C:46]3[CH:51]=[CH:50][N:49]=[C:48]([NH:52][C:53]4[CH:58]=[C:57]([O:59][CH2:60][CH2:61][O:62][CH2:63][CH2:64][O:65][CH2:66][CH2:67][O:68][CH3:69])[CH:56]=[C:55]([O:70][CH3:71])[CH:54]=4)[CH:47]=3)=[CH:37][CH:36]=2)=[O:19])[N:14]([C:27]2[CH:32]=[CH:31][C:30]([CH3:33])=[CH:29][CH:28]=2)[N:13]=1)([CH3:11])([CH3:10])[CH3:9]. (4) Given the reactants [C:1]([O:5][C:6]([NH:8][CH2:9][C@H:10]1[CH2:15][CH2:14][C@H:13]([C:16]([NH:18][C@@H:19]([CH2:23][C:24]2[CH:29]=[CH:28][C:27]([C:30]3[CH:35]=[CH:34][C:33]([C:36](=[O:51])[NH:37][CH:38]4[CH2:43][CH2:42][N:41]([C:44]([O:46][C:47]([CH3:50])([CH3:49])[CH3:48])=[O:45])[CH2:40][CH2:39]4)=[CH:32][C:31]=3[CH3:52])=[CH:26][CH:25]=2)[C:20](O)=[O:21])=[O:17])[CH2:12][CH2:11]1)=[O:7])([CH3:4])([CH3:3])[CH3:2].[F:53][C:54]([F:68])([F:67])[C:55]1[N:59]=[C:58]([C:60]2[CH:66]=[CH:65][C:63]([NH2:64])=[CH:62][CH:61]=2)[NH:57][N:56]=1.C(N(CC)C(C)C)(C)C.F[P-](F)(F)(F)(F)F.CN(C(ON1C2=NC=CC=C2N=N1)=[N+](C)C)C, predict the reaction product. The product is: [C:1]([O:5][C:6]([NH:8][CH2:9][C@H:10]1[CH2:11][CH2:12][C@H:13]([C:16]([NH:18][C@H:19]([C:20](=[O:21])[NH:64][C:63]2[CH:65]=[CH:66][C:60]([C:58]3[NH:57][N:56]=[C:55]([C:54]([F:68])([F:67])[F:53])[N:59]=3)=[CH:61][CH:62]=2)[CH2:23][C:24]2[CH:29]=[CH:28][C:27]([C:30]3[CH:35]=[CH:34][C:33]([C:36]([NH:37][CH:38]4[CH2:43][CH2:42][N:41]([C:44]([O:46][C:47]([CH3:49])([CH3:48])[CH3:50])=[O:45])[CH2:40][CH2:39]4)=[O:51])=[CH:32][C:31]=3[CH3:52])=[CH:26][CH:25]=2)=[O:17])[CH2:14][CH2:15]1)=[O:7])([CH3:2])([CH3:3])[CH3:4].